From a dataset of TCR-epitope binding with 47,182 pairs between 192 epitopes and 23,139 TCRs. Binary Classification. Given a T-cell receptor sequence (or CDR3 region) and an epitope sequence, predict whether binding occurs between them. The epitope is MPASWVMRI. The TCR CDR3 sequence is CAISESLAGSSYEQYF. Result: 1 (the TCR binds to the epitope).